From a dataset of Forward reaction prediction with 1.9M reactions from USPTO patents (1976-2016). Predict the product of the given reaction. Given the reactants C(C1C=C(NC(=O)CCCC2C=CC([B:25]([OH:27])[OH:26])=CC=2)C=CC=1S(CC)(=O)=O)#N.Br[C:30]1[CH:35]=[CH:34][C:33]([CH2:36][CH2:37][O:38][C:39](=[O:63])[NH:40][C:41]2[CH:46]=[CH:45][C:44]([S:47]([CH:50]([CH3:52])[CH3:51])(=[O:49])=[O:48])=[C:43]([CH2:53][N:54]([C:56]([O:58][C:59]([CH3:62])([CH3:61])[CH3:60])=[O:57])[CH3:55])[CH:42]=2)=[C:32]([CH2:64][CH3:65])[CH:31]=1, predict the reaction product. The product is: [C:59]([O:58][C:56]([N:54]([CH2:53][C:43]1[CH:42]=[C:41]([NH:40][C:39]([O:38][CH2:37][CH2:36][C:33]2[CH:34]=[CH:35][C:30]([B:25]([OH:27])[OH:26])=[CH:31][C:32]=2[CH2:64][CH3:65])=[O:63])[CH:46]=[CH:45][C:44]=1[S:47]([CH:50]([CH3:52])[CH3:51])(=[O:49])=[O:48])[CH3:55])=[O:57])([CH3:62])([CH3:61])[CH3:60].